Dataset: NCI-60 drug combinations with 297,098 pairs across 59 cell lines. Task: Regression. Given two drug SMILES strings and cell line genomic features, predict the synergy score measuring deviation from expected non-interaction effect. (1) Drug 1: C1CCC(C1)C(CC#N)N2C=C(C=N2)C3=C4C=CNC4=NC=N3. Drug 2: C1=NC2=C(N1)C(=S)N=CN2. Cell line: SK-MEL-5. Synergy scores: CSS=-7.93, Synergy_ZIP=0.726, Synergy_Bliss=-6.28, Synergy_Loewe=-38.6, Synergy_HSA=-22.3. (2) Drug 1: CC1C(C(CC(O1)OC2CC(CC3=C2C(=C4C(=C3O)C(=O)C5=C(C4=O)C(=CC=C5)OC)O)(C(=O)C)O)N)O.Cl. Drug 2: C1=NC2=C(N1)C(=S)N=CN2. Cell line: UO-31. Synergy scores: CSS=34.7, Synergy_ZIP=-4.06, Synergy_Bliss=4.48, Synergy_Loewe=3.77, Synergy_HSA=3.84. (3) Drug 1: CCCS(=O)(=O)NC1=C(C(=C(C=C1)F)C(=O)C2=CNC3=C2C=C(C=N3)C4=CC=C(C=C4)Cl)F. Drug 2: CN(CC1=CN=C2C(=N1)C(=NC(=N2)N)N)C3=CC=C(C=C3)C(=O)NC(CCC(=O)O)C(=O)O. Cell line: SW-620. Synergy scores: CSS=22.7, Synergy_ZIP=14.3, Synergy_Bliss=11.7, Synergy_Loewe=-31.4, Synergy_HSA=-3.29. (4) Drug 1: CN1C2=C(C=C(C=C2)N(CCCl)CCCl)N=C1CCCC(=O)O.Cl. Drug 2: C1CN(CCN1C(=O)CCBr)C(=O)CCBr. Cell line: HCT-15. Synergy scores: CSS=22.6, Synergy_ZIP=-3.90, Synergy_Bliss=0.524, Synergy_Loewe=-10.9, Synergy_HSA=0.162. (5) Drug 1: C1=NNC2=C1C(=O)NC=N2. Drug 2: CC1C(C(CC(O1)OC2CC(CC3=C2C(=C4C(=C3O)C(=O)C5=CC=CC=C5C4=O)O)(C(=O)C)O)N)O. Cell line: NCI-H226. Synergy scores: CSS=46.0, Synergy_ZIP=-0.448, Synergy_Bliss=2.25, Synergy_Loewe=-31.5, Synergy_HSA=3.78.